From a dataset of Catalyst prediction with 721,799 reactions and 888 catalyst types from USPTO. Predict which catalyst facilitates the given reaction. (1) Product: [OH:16][CH2:15][C@H:11]1[CH2:12][CH2:13][CH2:14][C@@H:9]([NH:8][C:6](=[O:7])[O:5][C:1]([CH3:3])([CH3:2])[CH3:4])[CH2:10]1. Reactant: [C:1]([O:5][C:6]([NH:8][C@H:9]1[CH2:14][CH2:13][CH2:12][C@@H:11]([C:15](O)=[O:16])[CH2:10]1)=[O:7])([CH3:4])([CH3:3])[CH3:2].S(C)C.Cl. The catalyst class is: 20. (2) Reactant: [OH:1][CH:2]([C:11]1[CH:20]=[CH:19][C:18]2[C:13](=[CH:14][CH:15]=[CH:16][CH:17]=2)[C:12]=1[N+:21]([O-:23])=[O:22])[C:3]1[CH:4]=[C:5]([CH:8]=[CH:9][CH:10]=1)[C:6]#[N:7].[Cr](O[Cr]([O-])(=O)=O)([O-])(=O)=O.[NH+]1C=CC=CC=1.[NH+]1C=CC=CC=1. Product: [N+:21]([C:12]1[C:13]2[C:18](=[CH:17][CH:16]=[CH:15][CH:14]=2)[CH:19]=[CH:20][C:11]=1[C:2]([C:3]1[CH:4]=[C:5]([CH:8]=[CH:9][CH:10]=1)[C:6]#[N:7])=[O:1])([O-:23])=[O:22]. The catalyst class is: 4. (3) The catalyst class is: 2. Reactant: CS(C)=O.C(Cl)(=O)C(Cl)=O.[OH:11][CH2:12][CH:13]1[CH2:18][CH2:17][N:16]([C:19]([O:21][C:22]([CH3:25])([CH3:24])[CH3:23])=[O:20])[CH2:15][CH2:14]1.CCN(CC)CC. Product: [CH:12]([CH:13]1[CH2:18][CH2:17][N:16]([C:19]([O:21][C:22]([CH3:25])([CH3:24])[CH3:23])=[O:20])[CH2:15][CH2:14]1)=[O:11]. (4) Reactant: O=C1CCC(=O)C1[C:8]([O:10][CH2:11][C:12]1[CH:17]=[CH:16][CH:15]=[CH:14][CH:13]=1)=[O:9].[NH2:18][CH:19]1[CH2:24][CH2:23][CH2:22][CH2:21][CH:20]1[OH:25]. Product: [OH:25][CH:20]1[CH2:21][CH2:22][CH2:23][CH2:24][CH:19]1[NH:18][C:8](=[O:9])[O:10][CH2:11][C:12]1[CH:13]=[CH:14][CH:15]=[CH:16][CH:17]=1. The catalyst class is: 5. (5) Reactant: Br[C:2](Br)=[CH:3][C:4]1[CH:9]=[CH:8][C:7]([O:10][CH2:11][C:12]2[CH:17]=[CH:16][CH:15]=[CH:14][CH:13]=2)=[CH:6][CH:5]=1.C([O-])([O-])=O.[Cs+].[Cs+].O. Product: [C:3]([C:4]1[CH:9]=[CH:8][C:7]([O:10][CH2:11][C:12]2[CH:17]=[CH:16][CH:15]=[CH:14][CH:13]=2)=[CH:6][CH:5]=1)#[CH:2]. The catalyst class is: 16. (6) Reactant: [Cl:1][C:2]1[CH:3]=[CH:4][C:5]([O:28][CH2:29][CH:30]([CH3:32])[CH3:31])=[C:6]([CH2:8][N:9]2[C:13]([CH3:14])=[CH:12][C:11]([C:15]([NH:17][C:18]3[CH:23]=[CH:22][C:21]([CH:24]=O)=[CH:20][C:19]=3[O:26][CH3:27])=[O:16])=[N:10]2)[CH:7]=1.[NH:33]1[CH2:38][CH2:37][O:36][CH2:35][CH2:34]1.C(O[BH-](OC(=O)C)OC(=O)C)(=O)C.[Na+].C(OCC)(=O)C. Product: [ClH:1].[Cl:1][C:2]1[CH:3]=[CH:4][C:5]([O:28][CH2:29][CH:30]([CH3:32])[CH3:31])=[C:6]([CH2:8][N:9]2[C:13]([CH3:14])=[CH:12][C:11]([C:15]([NH:17][C:18]3[CH:23]=[CH:22][C:21]([CH2:24][N:33]4[CH2:38][CH2:37][O:36][CH2:35][CH2:34]4)=[CH:20][C:19]=3[O:26][CH3:27])=[O:16])=[N:10]2)[CH:7]=1. The catalyst class is: 334.